From a dataset of Forward reaction prediction with 1.9M reactions from USPTO patents (1976-2016). Predict the product of the given reaction. (1) Given the reactants C([N:14]1[CH2:17][C:16]([O:19][CH3:20])([CH3:18])[CH2:15]1)(C1C=CC=CC=1)C1C=CC=CC=1.[CH3:33][C:32]([O:31][C:29](O[C:29]([O:31][C:32]([CH3:35])([CH3:34])[CH3:33])=[O:30])=[O:30])([CH3:35])[CH3:34], predict the reaction product. The product is: [C:32]([O:31][C:29]([N:14]1[CH2:17][C:16]([O:19][CH3:20])([CH3:18])[CH2:15]1)=[O:30])([CH3:33])([CH3:34])[CH3:35]. (2) Given the reactants [Br:1][C:2]1[C:10]2[C:5](=[CH:6][N:7]=[CH:8][CH:9]=2)[S:4][CH:3]=1.[Li+].CC([N-]C(C)C)C.C1C(=O)N([Br:26])C(=O)C1.[Cl-].[NH4+], predict the reaction product. The product is: [Br:26][C:3]1[S:4][C:5]2=[CH:6][N:7]=[CH:8][CH:9]=[C:10]2[C:2]=1[Br:1].